This data is from Catalyst prediction with 721,799 reactions and 888 catalyst types from USPTO. The task is: Predict which catalyst facilitates the given reaction. (1) Reactant: [N+:1]([C:4]1[N:9]=[CH:8][C:7]([O:10][C:11]2[CH:16]=[CH:15][N:14]=[C:13]([C:17]3[O:21][CH:20]=[N:19][CH:18]=3)[CH:12]=2)=[CH:6][CH:5]=1)([O-])=O. Product: [O:21]1[C:17]([C:13]2[CH:12]=[C:11]([O:10][C:7]3[CH:6]=[CH:5][C:4]([NH2:1])=[N:9][CH:8]=3)[CH:16]=[CH:15][N:14]=2)=[CH:18][N:19]=[CH:20]1. The catalyst class is: 19. (2) Reactant: C(OC([N:8]1[CH2:11][CH:10]([N:12]2[CH:16]=[C:15]([C:17]3[CH:18]=[N:19][C:20]4[C:25]([CH:26]=3)=[CH:24][C:23]([S:27][C:28]3[N:32]5[N:33]=[C:34]([CH3:37])[CH:35]=[CH:36][C:31]5=[N:30][N:29]=3)=[CH:22][CH:21]=4)[CH:14]=[N:13]2)[CH2:9]1)=O)(C)(C)C.C(O)(C(F)(F)F)=O. Product: [NH:8]1[CH2:9][CH:10]([N:12]2[CH:16]=[C:15]([C:17]3[CH:18]=[N:19][C:20]4[C:25]([CH:26]=3)=[CH:24][C:23]([S:27][C:28]3[N:32]5[N:33]=[C:34]([CH3:37])[CH:35]=[CH:36][C:31]5=[N:30][N:29]=3)=[CH:22][CH:21]=4)[CH:14]=[N:13]2)[CH2:11]1. The catalyst class is: 4. (3) Reactant: [F:1][C:2]1[CH:7]=[C:6](B2OC(C)(C)C(C)(C)O2)[C:5]([F:17])=[CH:4][C:3]=1[C:18]1[N:22]([C@H:23]2[CH2:27][CH2:26][O:25][CH2:24]2)[N:21]=[CH:20][C:19]=1[C:28]([O:30][CH2:31][CH3:32])=[O:29].I[C:34]1[C:39]([CH3:40])=[CH:38][N:37]=[C:36]([O:41][CH3:42])[C:35]=1[CH3:43].C(=O)([O-])[O-].[Cs+].[Cs+].O1CCOCC1. Product: [F:1][C:2]1[CH:7]=[C:6]([C:34]2[C:39]([CH3:40])=[CH:38][N:37]=[C:36]([O:41][CH3:42])[C:35]=2[CH3:43])[C:5]([F:17])=[CH:4][C:3]=1[C:18]1[N:22]([C@H:23]2[CH2:27][CH2:26][O:25][CH2:24]2)[N:21]=[CH:20][C:19]=1[C:28]([O:30][CH2:31][CH3:32])=[O:29]. The catalyst class is: 103. (4) Reactant: [CH2:1]([N:8]1[CH2:29][CH2:28][CH2:27][C:10]2([CH2:15][N:14]([C:16]3[CH:21]=[C:20]([N+:22]([O-])=O)[C:19]([NH2:25])=[C:18]([CH3:26])[CH:17]=3)[CH2:13][CH2:12][CH2:11]2)[CH2:9]1)[C:2]1[CH:7]=[CH:6][CH:5]=[CH:4][CH:3]=1.C(O)(=O)C.[Cl:34][C:35]1[C:40]([CH:41]=O)=[C:39]([I:43])[CH:38]=[CH:37][N:36]=1. Product: [CH2:1]([N:8]1[CH2:29][CH2:28][CH2:27][C:10]2([CH2:11][CH2:12][CH2:13][N:14]([C:16]3[CH:17]=[C:18]([CH3:26])[C:19]4[N:25]=[C:41]([C:40]5[C:35]([Cl:34])=[N:36][CH:37]=[CH:38][C:39]=5[I:43])[NH:22][C:20]=4[CH:21]=3)[CH2:15]2)[CH2:9]1)[C:2]1[CH:7]=[CH:6][CH:5]=[CH:4][CH:3]=1. The catalyst class is: 19. (5) Reactant: [OH:1][N:2]=[CH:3][C:4]1[N:9]=[C:8]([CH2:10][O:11][N:12]=[C:13]([C:20]2[N:24]([CH3:25])[N:23]=[N:22][N:21]=2)[C:14]2[CH:19]=[CH:18][CH:17]=[CH:16][CH:15]=2)[CH:7]=[CH:6][CH:5]=1.[H-].[Na+].I[CH:29]1[CH2:34][CH2:33][CH2:32][CH2:31][CH2:30]1. The catalyst class is: 163. Product: [CH:29]1([O:1][N:2]=[CH:3][C:4]2[N:9]=[C:8]([CH2:10][O:11][N:12]=[C:13]([C:20]3[N:24]([CH3:25])[N:23]=[N:22][N:21]=3)[C:14]3[CH:19]=[CH:18][CH:17]=[CH:16][CH:15]=3)[CH:7]=[CH:6][CH:5]=2)[CH2:34][CH2:33][CH2:32][CH2:31][CH2:30]1. (6) Reactant: C([O-])([O-])=O.[K+].[K+].[Cl:7][C:8]1[C:15]([Cl:16])=[C:14](F)[CH:13]=[CH:12][C:9]=1[C:10]#[N:11].[NH2:18][C@H:19]([C@@H:23]([OH:25])[CH3:24])[C:20]([OH:22])=[O:21].O. Product: [Cl:16][C:15]1[C:8]([Cl:7])=[C:9]([C:10]#[N:11])[CH:12]=[CH:13][C:14]=1[NH:18][C@H:19]([C@@H:23]([OH:25])[CH3:24])[C:20]([OH:22])=[O:21]. The catalyst class is: 148. (7) Reactant: [C:1]([C:3]1[CH:4]=[C:5]2[C:10](=[CH:11][C:12]=1[O:13][C:14]1[CH:22]=[CH:21][C:17]([C:18]([OH:20])=O)=[CH:16][CH:15]=1)[O:9][CH2:8][CH2:7][CH:6]2[C:23]([O:25][CH3:26])=[O:24])#[N:2].Cl.CN(C)CCCN=C=NCC.O.ON1C2C=CC=CC=2N=N1.Cl.[O:51]1[C:60]2[C:55](=[CH:56][CH:57]=[CH:58][CH:59]=2)[CH2:54][CH:53]([NH2:61])[CH2:52]1.C(N(CC)CC)C. Product: [O:51]1[C:60]2[C:55](=[CH:56][CH:57]=[CH:58][CH:59]=2)[CH2:54][CH:53]([NH:61][C:18]([C:17]2[CH:21]=[CH:22][C:14]([O:13][C:12]3[CH:11]=[C:10]4[C:5]([CH:6]([C:23]([O:25][CH3:26])=[O:24])[CH2:7][CH2:8][O:9]4)=[CH:4][C:3]=3[C:1]#[N:2])=[CH:15][CH:16]=2)=[O:20])[CH2:52]1. The catalyst class is: 26. (8) Reactant: Br[CH2:2][C:3]([O:5][CH2:6][CH3:7])=[O:4].[Br:8][C:9]1[CH:14]=[C:13]([CH3:15])[C:12]([OH:16])=[C:11]([CH3:17])[CH:10]=1.C([O-])(=O)C.[K+].O. Product: [CH2:6]([O:5][C:3](=[O:4])[CH2:2][O:16][C:12]1[C:13]([CH3:15])=[CH:14][C:9]([Br:8])=[CH:10][C:11]=1[CH3:17])[CH3:7]. The catalyst class is: 42. (9) Reactant: [OH:1][C@H:2]1[C@@H:6]([CH2:7][NH:8]C(OCC2C=CC=CC=2)=O)[CH2:5][N:4]([C:19]([O:21][C:22]([CH3:25])([CH3:24])[CH3:23])=[O:20])[CH2:3]1. Product: [NH2:8][CH2:7][C@@H:6]1[C@H:2]([OH:1])[CH2:3][N:4]([C:19]([O:21][C:22]([CH3:25])([CH3:24])[CH3:23])=[O:20])[CH2:5]1. The catalyst class is: 178.